Dataset: Forward reaction prediction with 1.9M reactions from USPTO patents (1976-2016). Task: Predict the product of the given reaction. The product is: [C:1]([C:5]1[CH:30]=[CH:29][C:8]([O:9][CH2:10][CH2:11][CH2:12][CH2:13][CH2:14][CH2:15][CH2:16][CH2:17][NH2:18])=[CH:7][CH:6]=1)([CH3:4])([CH3:2])[CH3:3]. Given the reactants [C:1]([C:5]1[CH:30]=[CH:29][C:8]([O:9][CH2:10][CH2:11][CH2:12][CH2:13][CH2:14][CH2:15][CH2:16][CH2:17][N:18]2C(=O)C3=CC=CC=C3C2=O)=[CH:7][CH:6]=1)([CH3:4])([CH3:3])[CH3:2].O.NN.C(OC1C=C(CN)C=CC=1)CCCCC, predict the reaction product.